Predict the reactants needed to synthesize the given product. From a dataset of Full USPTO retrosynthesis dataset with 1.9M reactions from patents (1976-2016). Given the product [CH3:1][O:2][C:3](=[O:29])/[CH:4]=[CH:5]/[C:6]1[CH:7]=[C:8]2[C:25](=[CH:26][CH:27]=1)[O:24][C:11]1([CH2:12][CH2:13][N:14]([CH2:17][C:43]3[CH:42]=[CH:41][CH:40]=[CH:37][C:36]=3[C:30]3[CH:31]=[CH:32][CH:33]=[CH:34][CH:35]=3)[CH2:15][CH2:16]1)[CH2:10][C:9]2=[O:28], predict the reactants needed to synthesize it. The reactants are: [CH3:1][O:2][C:3](=[O:29])/[CH:4]=[CH:5]/[C:6]1[CH:7]=[C:8]2[C:25](=[CH:26][CH:27]=1)[O:24][C:11]1([CH2:16][CH2:15][N:14]([C:17](OC(C)(C)C)=O)[CH2:13][CH2:12]1)[CH2:10][C:9]2=[O:28].[C:30]1([C:36]2[CH:43]=[CH:42][CH:41]=[CH:40][C:37]=2CBr)[CH:35]=[CH:34][CH:33]=[CH:32][CH:31]=1.